This data is from Forward reaction prediction with 1.9M reactions from USPTO patents (1976-2016). The task is: Predict the product of the given reaction. (1) Given the reactants [C:1]([O:5][C:6]([N:8]1[CH2:13][CH2:12][N:11]2[C:14]([CH2:17][CH2:18][CH3:19])=[N:15][CH:16]=[C:10]2[CH:9]1[CH2:20][CH2:21][C:22]1[CH:27]=[CH:26][C:25]([C:28]([F:31])([F:30])[F:29])=[C:24]([F:32])[CH:23]=1)=[O:7])([CH3:4])([CH3:3])[CH3:2].C(Cl)[Cl:34].CO, predict the reaction product. The product is: [C:1]([O:5][C:6]([N:8]1[CH2:13][CH2:12][N:11]2[C:14]([CH2:17][CH2:18][CH3:19])=[N:15][C:16]([Cl:34])=[C:10]2[CH:9]1[CH2:20][CH2:21][C:22]1[CH:27]=[CH:26][C:25]([C:28]([F:30])([F:31])[F:29])=[C:24]([F:32])[CH:23]=1)=[O:7])([CH3:2])([CH3:3])[CH3:4]. (2) Given the reactants F[C:2]1[CH:7]=[CH:6][C:5]([N+:8]([O-:10])=[O:9])=[CH:4][C:3]=1[O:11][CH3:12].Cl.[F:14][CH:15]([F:23])[CH2:16][N:17]1[CH2:22][CH2:21][NH:20][CH2:19][CH2:18]1.C(=O)([O-])[O-].[K+].[K+], predict the reaction product. The product is: [F:14][CH:15]([F:23])[CH2:16][N:17]1[CH2:22][CH2:21][N:20]([C:2]2[CH:7]=[CH:6][C:5]([N+:8]([O-:10])=[O:9])=[CH:4][C:3]=2[O:11][CH3:12])[CH2:19][CH2:18]1. (3) Given the reactants [C:1]([O:4][C@@H:5]1[C@H:9]([O:10][C:11](=[O:13])[CH3:12])[C@@H:8]([CH2:14][O:15][C:16](=[O:18])[CH3:17])[O:7][C@H:6]1[N:19]1[CH:27]=[N:26][C:25]2[C:20]1=[N:21][C:22]([Cl:29])=[N:23][C:24]=2Cl)(=[O:3])[CH3:2].[C:30]1([C:36]2[N:37]=[CH:38][NH:39][C:40]=2[C:41]2[CH:46]=[CH:45][CH:44]=[CH:43][CH:42]=2)[CH:35]=[CH:34][CH:33]=[CH:32][CH:31]=1, predict the reaction product. The product is: [C:1]([O:4][C@@H:5]1[C@H:9]([O:10][C:11](=[O:13])[CH3:12])[C@@H:8]([CH2:14][O:15][C:16](=[O:18])[CH3:17])[O:7][C@H:6]1[N:19]1[CH:27]=[N:26][C:25]2[C:20]1=[N:21][C:22]([Cl:29])=[N:23][C:24]=2[N:37]1[C:36]([C:30]2[CH:35]=[CH:34][CH:33]=[CH:32][CH:31]=2)=[C:40]([C:41]2[CH:42]=[CH:43][CH:44]=[CH:45][CH:46]=2)[N:39]=[CH:38]1)(=[O:3])[CH3:2].